Task: Predict the reaction yield, written as a fraction of the theoretical maximum amount of product (1.0 means a 100% yield; for example, 0.34 means a 34% yield).. Dataset: Reaction yield outcomes from USPTO patents with 853,638 reactions (1) The reactants are [Cl:1][C:2]1[CH:7]=[CH:6][C:5]([NH:8][C:9](=[O:23])[CH2:10][NH:11][CH2:12][C:13]2[CH:18]=[CH:17][C:16]([O:19][CH3:20])=[CH:15][C:14]=2[O:21][CH3:22])=[CH:4][CH:3]=1.S([O-])([O-])(=O)=O.[Mg+2].[CH2:30]([C@H:32]1[O:34][CH2:33]1)Cl. The catalyst is CO.C(Cl)Cl. The product is [Cl:1][C:2]1[CH:3]=[CH:4][C:5]([N:8]2[C@@H:32]([CH2:33][OH:34])[CH2:30][N:11]([CH2:12][C:13]3[CH:18]=[CH:17][C:16]([O:19][CH3:20])=[CH:15][C:14]=3[O:21][CH3:22])[CH2:10][C:9]2=[O:23])=[CH:6][CH:7]=1. The yield is 0.780. (2) The reactants are Br[C:2]1(Br)[C:6]2[CH:7]=[N:8][C:9]([Cl:11])=[CH:10][C:5]=2[N:4]([CH2:12][O:13][CH2:14][CH2:15][Si:16]([CH3:19])([CH3:18])[CH3:17])[C:3]1=[O:20]. The catalyst is C1COCC1.[Cl-].[NH4+].[Zn]. The product is [Cl:11][C:9]1[N:8]=[CH:7][C:6]2[CH2:2][C:3](=[O:20])[N:4]([CH2:12][O:13][CH2:14][CH2:15][Si:16]([CH3:18])([CH3:17])[CH3:19])[C:5]=2[CH:10]=1. The yield is 0.750. (3) The reactants are [Cl:1][C:2]1[C:3]([N+:11]([O-])=O)=[CH:4][C:5]([CH3:10])=[C:6]([CH:9]=1)[C:7]#[N:8].O.O.Cl[Sn]Cl.C(Cl)Cl.[OH-].[Na+]. The catalyst is C(O)C.O. The product is [NH2:11][C:3]1[C:2]([Cl:1])=[CH:9][C:6]([C:7]#[N:8])=[C:5]([CH3:10])[CH:4]=1. The yield is 0.810. (4) The reactants are [O:1]1[CH2:6][CH2:5][CH2:4][CH2:3][CH:2]1[N:7]1[C:15]2[C:10](=[CH:11][C:12]([C:16]3[N:20]=[CH:19][N:18]([C:21]([C:34]4[CH:39]=[CH:38][CH:37]=[CH:36][CH:35]=4)([C:28]4[CH:33]=[CH:32][CH:31]=[CH:30][CH:29]=4)[C:22]4[CH:27]=[CH:26][CH:25]=[CH:24][CH:23]=4)[N:17]=3)=[CH:13][CH:14]=2)[C:9]([C:40]2[CH:41]=[C:42]([CH:47]=[CH:48][CH:49]=2)[C:43](OC)=[O:44])=[N:8]1.O.[OH-].[Li+].[CH3:53][C:54]([CH3:58])([CH3:57])[CH2:55][NH2:56].O.ON1C2C=CC=CC=2N=N1.Cl.CN(C)CCCN=C=NCC. The catalyst is O1CCCC1.O1CCCC1.O. The product is [CH3:53][C:54]([CH3:58])([CH3:57])[CH2:55][NH:56][C:43]([C:42]1[CH:47]=[CH:48][CH:49]=[C:40]([C:9]2[C:10]3[C:15](=[CH:14][CH:13]=[C:12]([C:16]4[N:20]=[CH:19][N:18]([C:21]([C:28]5[CH:29]=[CH:30][CH:31]=[CH:32][CH:33]=5)([C:34]5[CH:39]=[CH:38][CH:37]=[CH:36][CH:35]=5)[C:22]5[CH:27]=[CH:26][CH:25]=[CH:24][CH:23]=5)[N:17]=4)[CH:11]=3)[N:7]([CH:2]3[CH2:3][CH2:4][CH2:5][CH2:6][O:1]3)[N:8]=2)[CH:41]=1)=[O:44]. The yield is 0.720. (5) The reactants are [CH3:1][C:2]1[CH:39]=[C:38]([CH3:40])[CH:37]=[CH:36][C:3]=1[O:4][CH2:5][C@H:6]([OH:35])[CH2:7][NH:8][C:9]1[CH:14]=[CH:13][NH:12][C:11](=[O:15])[C:10]=1[C:16]1[NH:27][C:26]2[C:18](=[CH:19][C:20]3[CH2:21][N:22]([CH:29]4[CH2:34][CH2:33][NH:32][CH2:31][CH2:30]4)[C:23](=[O:28])[C:24]=3[CH:25]=2)[N:17]=1.[CH:41]([S:43]([CH3:46])(=[O:45])=[O:44])=[CH2:42].CCO. The catalyst is CC(O)C. The product is [CH3:1][C:2]1[CH:39]=[C:38]([CH3:40])[CH:37]=[CH:36][C:3]=1[O:4][CH2:5][C@H:6]([OH:35])[CH2:7][NH:8][C:9]1[CH:14]=[CH:13][NH:12][C:11](=[O:15])[C:10]=1[C:16]1[NH:27][C:26]2[C:18](=[CH:19][C:20]3[CH2:21][N:22]([CH:29]4[CH2:30][CH2:31][N:32]([CH2:42][CH2:41][S:43]([CH3:46])(=[O:45])=[O:44])[CH2:33][CH2:34]4)[C:23](=[O:28])[C:24]=3[CH:25]=2)[N:17]=1. The yield is 0.780.